From a dataset of Peptide-MHC class I binding affinity with 185,985 pairs from IEDB/IMGT. Regression. Given a peptide amino acid sequence and an MHC pseudo amino acid sequence, predict their binding affinity value. This is MHC class I binding data. (1) The peptide sequence is FMSRKLHRY. The MHC is HLA-B51:01 with pseudo-sequence HLA-B51:01. The binding affinity (normalized) is 0.0847. (2) The peptide sequence is LQDIEITCV. The MHC is HLA-A01:01 with pseudo-sequence HLA-A01:01. The binding affinity (normalized) is 0.363.